Dataset: NCI-60 drug combinations with 297,098 pairs across 59 cell lines. Task: Regression. Given two drug SMILES strings and cell line genomic features, predict the synergy score measuring deviation from expected non-interaction effect. (1) Drug 1: C1=CC(=CC=C1CCCC(=O)O)N(CCCl)CCCl. Drug 2: C(=O)(N)NO. Cell line: SF-539. Synergy scores: CSS=8.87, Synergy_ZIP=-2.56, Synergy_Bliss=-9.09, Synergy_Loewe=-21.3, Synergy_HSA=-8.58. (2) Drug 1: CCN(CC)CCNC(=O)C1=C(NC(=C1C)C=C2C3=C(C=CC(=C3)F)NC2=O)C. Drug 2: CC(C)(C#N)C1=CC(=CC(=C1)CN2C=NC=N2)C(C)(C)C#N. Cell line: BT-549. Synergy scores: CSS=4.08, Synergy_ZIP=-1.76, Synergy_Bliss=-1.55, Synergy_Loewe=1.08, Synergy_HSA=-1.06.